Dataset: Full USPTO retrosynthesis dataset with 1.9M reactions from patents (1976-2016). Task: Predict the reactants needed to synthesize the given product. (1) Given the product [CH3:1][O:2][C:3]1[CH:4]=[CH:5][C:6]([CH2:7][N:8]2[CH2:12][CH:11]([C:13]([CH3:31])([S:15]([C:18]3[CH:23]=[CH:22][CH:21]=[C:20]([C:24]([F:26])([F:27])[F:25])[CH:19]=3)(=[O:16])=[O:17])[CH3:14])[CH2:10][C:9]2=[O:28])=[CH:29][CH:30]=1, predict the reactants needed to synthesize it. The reactants are: [CH3:1][O:2][C:3]1[CH:30]=[CH:29][C:6]([CH2:7][N:8]2[CH2:12][CH:11]([CH:13]([S:15]([C:18]3[CH:23]=[CH:22][CH:21]=[C:20]([C:24]([F:27])([F:26])[F:25])[CH:19]=3)(=[O:17])=[O:16])[CH3:14])[CH2:10][C:9]2=[O:28])=[CH:5][CH:4]=1.[CH3:31]C(C)([O-])C.[K+].IC. (2) Given the product [O:12]1[C:8]2([CH2:13][CH2:14][C:5]3([CH2:4][C:3](=[O:2])[NH:16][CH2:15]3)[CH2:6][CH2:7]2)[O:9][CH2:10][CH2:11]1, predict the reactants needed to synthesize it. The reactants are: C[O:2][C:3](=O)[CH2:4][C:5]1([CH2:15][N+:16]([O-])=O)[CH2:14][CH2:13][C:8]2([O:12][CH2:11][CH2:10][O:9]2)[CH2:7][CH2:6]1. (3) The reactants are: [CH:1](=O)[CH3:2].[NH:4]1[C:8]2[CH:9]=[CH:10][CH:11]=[CH:12][C:7]=2[N:6]=[C:5]1[NH:13][C:14]([C:16]1[NH:20][CH:19]=[N:18][C:17]=1[C:21]([NH:23][C:24]1[CH:29]=[CH:28][C:27]([O:30][CH:31]2[CH2:36][CH2:35][NH:34][CH2:33][CH2:32]2)=[CH:26][C:25]=1[CH3:37])=[O:22])=[O:15].C(O[BH-](OC(=O)C)OC(=O)C)(=O)C.[Na+].Cl. Given the product [NH:4]1[C:8]2[CH:9]=[CH:10][CH:11]=[CH:12][C:7]=2[N:6]=[C:5]1[NH:13][C:14]([C:16]1[NH:20][CH:19]=[N:18][C:17]=1[C:21]([NH:23][C:24]1[CH:29]=[CH:28][C:27]([O:30][CH:31]2[CH2:36][CH2:35][N:34]([CH2:1][CH3:2])[CH2:33][CH2:32]2)=[CH:26][C:25]=1[CH3:37])=[O:22])=[O:15], predict the reactants needed to synthesize it. (4) Given the product [CH2:27]([N:17]([CH2:15][CH3:16])[C:18]1[CH:25]=[CH:24][C:21]([C:22]2[NH:1][N:2]=[C:3]([C:4]3[CH:5]=[N:6][CH:7]=[CH:8][C:9]=3[C:10]([F:11])([F:12])[F:13])[N:14]=2)=[C:20]([OH:26])[CH:19]=1)[CH3:28], predict the reactants needed to synthesize it. The reactants are: [NH2:1][NH:2][C:3](=[NH:14])[C:4]1[C:9]([C:10]([F:13])([F:12])[F:11])=[CH:8][CH:7]=[N:6][CH:5]=1.[CH2:15]([N:17]([CH2:27][CH3:28])[C:18]1[CH:25]=[CH:24][C:21]([CH:22]=O)=[C:20]([OH:26])[CH:19]=1)[CH3:16]. (5) Given the product [CH:1]1[C:6]2[CH2:7][CH2:8][CH2:9][C:5]=2[CH:4]=[C:3]([CH:10]=[O:11])[N:2]=1, predict the reactants needed to synthesize it. The reactants are: [CH:1]1[C:6]2[CH2:7][CH2:8][CH2:9][C:5]=2[CH:4]=[C:3]([CH2:10][OH:11])[N:2]=1. (6) Given the product [C:18]1([CH:7]([C:1]2[CH:2]=[CH:3][CH:4]=[CH:5][CH:6]=2)[N:8]2[CH2:11][CH:10]([S:12]([CH2:13][CH2:14][CH2:15][CH2:16][CH3:17])(=[O:24])=[O:40])[CH2:9]2)[CH:19]=[CH:20][CH:21]=[CH:22][CH:23]=1, predict the reactants needed to synthesize it. The reactants are: [C:1]1([CH:7]([C:18]2[CH:23]=[CH:22][CH:21]=[CH:20][CH:19]=2)[N:8]2[CH2:11][CH:10]([S:12][CH2:13][CH2:14][CH2:15][CH2:16][CH3:17])[CH2:9]2)[CH:6]=[CH:5][CH:4]=[CH:3][CH:2]=1.[OH:24]S(O)(=O)=O.OOS([O-])=O.[K+].C([O-])(O)=O.[Na+].[OH2:40]. (7) Given the product [F:13][C:12]1[CH:11]=[C:10]([N:14]2[CH2:18][C@H:17]([CH2:19][N:20]3[CH:24]=[C:23]([CH3:25])[N:22]=[N:21]3)[O:16][C:15]2=[O:26])[CH:9]=[C:8]([F:27])[C:7]=1[CH:4]1[CH2:5][CH2:6][S:1](=[O:29])[CH2:2][CH2:3]1, predict the reactants needed to synthesize it. The reactants are: [S:1]1[CH2:6][CH2:5][CH:4]([C:7]2[C:12]([F:13])=[CH:11][C:10]([N:14]3[CH2:18][C@H:17]([CH2:19][N:20]4[CH:24]=[C:23]([CH3:25])[N:22]=[N:21]4)[O:16][C:15]3=[O:26])=[CH:9][C:8]=2[F:27])[CH2:3][CH2:2]1.I([O-])(=O)(=O)=[O:29].[Na+].C(#N)C.